Dataset: Acute oral toxicity (LD50) regression data from Zhu et al.. Task: Regression/Classification. Given a drug SMILES string, predict its toxicity properties. Task type varies by dataset: regression for continuous values (e.g., LD50, hERG inhibition percentage) or binary classification for toxic/non-toxic outcomes (e.g., AMES mutagenicity, cardiotoxicity, hepatotoxicity). Dataset: ld50_zhu. (1) The compound is CN(C)c1ccc(Cn2cnc3c2c(=O)n(C)c(=O)n3C)cc1. The rat oral LD50 is 2.46, given as -log10 of the dose in mol/kg body weight (higher means more acutely toxic). (2) The drug is CC=CC=CC=O. The rat oral LD50 is 2.51, given as -log10 of the dose in mol/kg body weight (higher means more acutely toxic). (3) The molecule is CCOP(=O)(OCC)SCn1nc(Cl)c(C)cc1=O. The rat oral LD50 is 4.08, given as -log10 of the dose in mol/kg body weight (higher means more acutely toxic). (4) The drug is CC(N)=O. The rat oral LD50 is 0.926, given as -log10 of the dose in mol/kg body weight (higher means more acutely toxic).